Dataset: Experimentally validated miRNA-target interactions with 360,000+ pairs, plus equal number of negative samples. Task: Binary Classification. Given a miRNA mature sequence and a target amino acid sequence, predict their likelihood of interaction. (1) The miRNA is hsa-miR-1911-3p with sequence CACCAGGCAUUGUGGUCUCC. The protein sequence of the target gene is MTAREHSPRHGARARAMQRASTIDVAADMVGLSLAGNIQDPDEPILEFSLACSELHTPSLDRKPNSFVAVSVTTPPQAFWTKHAQTEIIEGTNNPIFLSSIAFFQDSLINQMTQIKLSVYDVKDRSQGTMYLLGSGTFVVKDLLQDRHHRLHLTLRSAESDRVGNITVIGWQMEEKSDQQPPVTRFLDTVNGRMVLPVDESLTEALGIRSKYAFLRKDSLLKAVFGGAICRMYRFPTTDGNHLRILEQMAESVLSLHVPRQFVKLLLEEDAARVCELEELGELSPCWESLRRQIVTQYQT.... Result: 0 (no interaction). (2) The miRNA is hsa-miR-8070 with sequence AUGUGAUUGACGGCUGACUCCA. The protein sequence of the target gene is MDYYYCPSLLKLLRYLWNQLKQCFSRRAPEAKDTDTLVQEADSQYGTWADQHQNGGSFGPESPSPDSSAASVGKQPPGSHLSSYTESTSVEQRDSSRDRRSSSVDRSSSELESTDGPEGPPPSDVCPAQEDDFSFIHQTSVLDSSALKTRVQLSKRSRRRAPISHSLRRSQFSESESRSPLEEESHSTWMFKDSTEEKSPRRDESDEEPPRVERTPVSHPQRMPVFPGMDPAVLKAQLPKRSEVDSPGDSLSWTPQPKSPKSPFHPGVLGSRVLPPSTEKEERSEECSPQWLKELKSKKR.... Result: 0 (no interaction). (3) The miRNA is hsa-miR-633 with sequence CUAAUAGUAUCUACCACAAUAAA. The protein sequence of the target gene is MASGRGASSRWFFTREQLENTPSRRCGVEADEELSHRQQAANLIQDMGQRLNVSQLTINTAIVYMHRFYMHHSFTKFNRNIISPTALFLAAKVEEQARKLEHVIKVAHACLHPLEPLLDTKCDAYLQQTQELVLLETIMLQTLGFEITIEHPHTDVVKCTQLVRASKDLAQTSYFMATNSLHLTTFCLQYKPTVIACVCIHLACKWSNWEIPVSTDGKHWWEYVDPTVTLELLDELTHEFLQILEKTPSRLKRIRNWRAMAKKPKVDGQVSETPLLGSSLVQNSILVDSVTGVPANPSFQ.... Result: 0 (no interaction). (4) The miRNA is hsa-miR-302d-3p with sequence UAAGUGCUUCCAUGUUUGAGUGU. The protein sequence of the target gene is MASVWKRLQRVGKHASKFQFVASYQELMVECTKKWQPDKLVVVWTRRSRRKSSKAHSWQPGIKNPYRGVVVWPVPENIEITVTLFKDPHAEEFEDKEWTFVIENESPSGRRKALATSSINMKQYASPMPTQTDVKLKFKPLSKKVVSATLQFSLSCIFLREGKATDEDMQSLASLMSMKQADIGNLDDFEEDNEDDDENRVNQEEKAAKITEIVNQLNALSSLDEDQDDCIKQANVPSAKSASSSEELINTLNFLDEAQKDLATVNTNPFDEPDVTELNPFGDPDSEEPITETTSPKKPE.... Result: 0 (no interaction). (5) The miRNA is rno-miR-301a-3p with sequence CAGUGCAAUAGUAUUGUCAAAGC. The protein sequence of the target gene is MEGSASPPEKPRARPAAAVLCRGPVEPLVFLANFALVLQGPLTTQYLWHRFSADLGYNGTRQRGGCSNRSADPTMQEVETLTSHWTLYMNVGGFLVGLFSSTLLGAWSDSVGRRPLLVLASLGLLLQALVSVFVVQLQLHVGYFVLGRILCALLGDFGGLLAASFASVADVSSSRSRTFRMALLEASIGVAGMLASLLGGHWLRAQGYANPFWLALALLIAMTLYAAFCFGETLKEPKSTRLFTFRHHRSIVQLYVAPAPEKSRKHLALYSLAIFVVITVHFGAQDILTLYELSTPLCWD.... Result: 0 (no interaction). (6) Result: 0 (no interaction). The protein sequence of the target gene is MFCEKAMELIRELHRAPEGQLPAFNEDGLRQVLEEMKALYEQNQSDVNEAKSGGRSDLIPTIKFRHCSLLRNRRCTVAYLYDRLLRIRALRWEYGSVLPNALRFHMAAEEMEWFNNYKRSLATYMRSLGGDEGLDITQDMKPPKSLYIEVRCLKDYGEFEVDDGTSVLLKKNSQHFLPRWKCEQLIRQGVLEHILS. The miRNA is hsa-miR-6872-3p with sequence CCCAUGCCUCCUGCCGCGGUC.